The task is: Predict the reactants needed to synthesize the given product.. This data is from Full USPTO retrosynthesis dataset with 1.9M reactions from patents (1976-2016). (1) Given the product [C:14]1([P:7]([C:1]2[CH:2]=[CH:3][CH:4]=[CH:5][CH:6]=2)[C:8]2[CH:13]=[CH:12][CH:11]=[CH:10][CH:9]=2)[CH:15]=[CH:16][CH:17]=[CH:18][CH:19]=1.[C:1]1([P:7](=[O:20])([C:8]2[CH:13]=[CH:12][CH:11]=[CH:10][CH:9]=2)[C:14]2[CH:19]=[CH:18][CH:17]=[CH:16][CH:15]=2)[CH:2]=[CH:3][CH:4]=[CH:5][CH:6]=1, predict the reactants needed to synthesize it. The reactants are: [C:1]1([P:7](=[O:20])([C:14]2[CH:19]=[CH:18][CH:17]=[CH:16][CH:15]=2)[C:8]2[CH:13]=[CH:12][CH:11]=[CH:10][CH:9]=2)[CH:6]=[CH:5][CH:4]=[CH:3][CH:2]=1.[Al].C(Cl)(=O)C(Cl)=O.Cl. (2) Given the product [Cl:21][C:14]1[C:15]([F:20])=[CH:16][CH:17]=[C:18]([F:19])[C:13]=1[CH2:12][N:7]1[CH2:8][CH2:9][CH2:10][NH:11][C:5]2[N:4]=[CH:3][C:2]([C:38]3[CH:39]=[C:34]([C:32]([N:29]4[CH2:28][CH2:27][N:26]([CH2:25][CH2:24][OH:23])[CH2:31][CH2:30]4)=[O:33])[CH:35]=[CH:36][CH:37]=3)=[N:22][C:6]1=2, predict the reactants needed to synthesize it. The reactants are: Br[C:2]1[CH:3]=[N:4][C:5]2[NH:11][CH2:10][CH2:9][CH2:8][N:7]([CH2:12][C:13]3[C:18]([F:19])=[CH:17][CH:16]=[C:15]([F:20])[C:14]=3[Cl:21])[C:6]=2[N:22]=1.[OH:23][CH2:24][CH2:25][N:26]1[CH2:31][CH2:30][N:29]([C:32]([C:34]2[CH:35]=[C:36](B(O)O)[CH:37]=[CH:38][CH:39]=2)=[O:33])[CH2:28][CH2:27]1. (3) Given the product [CH:1]1([C:4]2[CH:5]=[C:6]([CH:7]=[O:8])[CH:9]=[C:10]([O:13][CH2:14][C@@H:15]3[CH2:17][C:16]3([F:19])[F:18])[C:11]=2[C:24]2[CH:25]=[CH:26][C:21]([F:20])=[CH:22][CH:23]=2)[CH2:3][CH2:2]1, predict the reactants needed to synthesize it. The reactants are: [CH:1]1([C:4]2[CH:5]=[C:6]([CH:9]=[C:10]([O:13][CH2:14][C@@H:15]3[CH2:17][C:16]3([F:19])[F:18])[C:11]=2I)[CH:7]=[O:8])[CH2:3][CH2:2]1.[F:20][C:21]1[CH:26]=[CH:25][C:24](B(O)O)=[CH:23][CH:22]=1.[F-].[Cs+].COCCOC. (4) Given the product [CH2:1]([O:8][C:9]([N:11]1[CH2:19][CH2:18][CH:17]2[CH:13]([CH2:14][CH:15]([C:68]3[CH:73]=[CH:72][CH:71]=[CH:70][C:69]=3[F:74])[C:16]2=[O:20])[CH2:12]1)=[O:10])[C:2]1[CH:7]=[CH:6][CH:5]=[CH:4][CH:3]=1, predict the reactants needed to synthesize it. The reactants are: [CH2:1]([O:8][C:9]([N:11]1[CH2:19][CH2:18][CH:17]2[CH:13]([CH2:14][CH2:15][C:16]2=[O:20])[CH2:12]1)=[O:10])[C:2]1[CH:7]=[CH:6][CH:5]=[CH:4][CH:3]=1.C1(P(C2C=CC=CC=2)C2C=CC3C(=CC=CC=3)C=2C2C3C(=CC=CC=3)C=CC=2P(C2C=CC=CC=2)C2C=CC=CC=2)C=CC=CC=1.Br[C:68]1[CH:73]=[CH:72][CH:71]=[CH:70][C:69]=1[F:74].CC(C)([O-])C.[Na+].[Cl-].[NH4+]. (5) Given the product [I-:36].[CH2:1]([O:8][C:9]([NH:11][C@H:12]([C:13](=[O:14])[NH:15][C@H:16]1[CH2:25][CH2:24][C:19]2([O:20][CH2:21][CH2:22][O:23]2)[CH2:18][C@H:17]1[C:26]([O:28][CH2:29][CH3:30])=[O:27])[CH2:31][CH2:32][S+:33]([CH3:35])[CH3:34])=[O:10])[C:2]1[CH:7]=[CH:6][CH:5]=[CH:4][CH:3]=1, predict the reactants needed to synthesize it. The reactants are: [CH2:1]([O:8][C:9]([NH:11][C@@H:12]([CH2:31][CH2:32][S:33][CH3:34])[C:13]([NH:15][C@H:16]1[CH2:25][CH2:24][C:19]2([O:23][CH2:22][CH2:21][O:20]2)[CH2:18][C@H:17]1[C:26]([O:28][CH2:29][CH3:30])=[O:27])=[O:14])=[O:10])[C:2]1[CH:7]=[CH:6][CH:5]=[CH:4][CH:3]=1.[CH3:35][I:36]. (6) Given the product [CH2:15]([O:17][C:18]([CH:20]1[CH2:25][CH2:24][N:23]([C:26](=[O:49])[C:27]2[CH:32]=[CH:31][CH:30]=[C:29]([C@@H:33]([N:41]3[CH2:46][C@@H:45]([CH3:47])[N:44]([CH2:50][C:51]4[CH:56]=[CH:55][CH:54]=[CH:53][CH:52]=4)[CH2:43][C@@H:42]3[CH3:48])[C:34]3[CH:39]=[CH:38][CH:37]=[C:36]([OH:40])[CH:35]=3)[CH:28]=2)[CH2:22][CH2:21]1)=[O:19])[CH3:16], predict the reactants needed to synthesize it. The reactants are: C(O[BH-](OC(=O)C)OC(=O)C)(=O)C.[Na+].[CH2:15]([O:17][C:18]([CH:20]1[CH2:25][CH2:24][N:23]([C:26](=[O:49])[C:27]2[CH:32]=[CH:31][CH:30]=[C:29]([C@@H:33]([N:41]3[CH2:46][C@@H:45]([CH3:47])[NH:44][CH2:43][C@@H:42]3[CH3:48])[C:34]3[CH:39]=[CH:38][CH:37]=[C:36]([OH:40])[CH:35]=3)[CH:28]=2)[CH2:22][CH2:21]1)=[O:19])[CH3:16].[CH:50](=O)[C:51]1[CH:56]=[CH:55][CH:54]=[CH:53][CH:52]=1.C(O)(=O)C. (7) Given the product [CH2:1]([N:8]1[CH2:12][C@H:11]2[CH2:13][NH:14][C:15](=[O:16])[C@H:10]2[CH2:9]1)[C:2]1[CH:3]=[CH:4][CH:5]=[CH:6][CH:7]=1, predict the reactants needed to synthesize it. The reactants are: [CH2:1]([N:8]1[CH2:12][C@H:11]2[CH2:13][N:14](C(OC(C)(C)C)=O)[C:15](=[O:16])[C@H:10]2[CH2:9]1)[C:2]1[CH:7]=[CH:6][CH:5]=[CH:4][CH:3]=1.FC(F)(F)C(O)=O. (8) The reactants are: C([Si]([O:8][CH2:9][C@@H:10]([C:12]1[CH:17]=[C:16]([F:18])[CH:15]=[CH:14][C:13]=1[O:19][CH3:20])[CH3:11])(C)C)(C)(C)C.C([Li])(CC)C.[B:26](OC(C)C)([O:31]C(C)C)[O:27]C(C)C. Given the product [F:18][C:16]1[CH:17]=[C:12]([C@@H:10]([CH3:11])[CH2:9][OH:8])[C:13]([O:19][CH3:20])=[CH:14][C:15]=1[B:26]([OH:31])[OH:27], predict the reactants needed to synthesize it. (9) The reactants are: Cl[C:2]1[C:7]([C:8]([F:11])([F:10])[F:9])=[CH:6][N:5]=[C:4]([NH:12][C:13]2[CH:32]=[CH:31][C:16]([CH2:17][N:18]3[CH2:23][CH2:22][N:21]([C:24]([O:26][C:27]([CH3:30])([CH3:29])[CH3:28])=[O:25])[CH2:20][CH2:19]3)=[CH:15][CH:14]=2)[N:3]=1.[C:33]([C:35]1[CH:36]=[C:37]([CH:41]=[CH:42][CH:43]=1)[C:38]([NH2:40])=[O:39])#[CH:34].C1(P(C2C=CC=CC=2)C2C=CC=CC=2)C=CC=CC=1.C(N(CC)CC)C. Given the product [C:27]([O:26][C:24]([N:21]1[CH2:22][CH2:23][N:18]([CH2:17][C:16]2[CH:31]=[CH:32][C:13]([NH:12][C:4]3[N:3]=[C:2]([C:34]#[C:33][C:35]4[CH:43]=[CH:42][CH:41]=[C:37]([C:38](=[O:39])[NH2:40])[CH:36]=4)[C:7]([C:8]([F:11])([F:10])[F:9])=[CH:6][N:5]=3)=[CH:14][CH:15]=2)[CH2:19][CH2:20]1)=[O:25])([CH3:30])([CH3:29])[CH3:28], predict the reactants needed to synthesize it. (10) Given the product [CH:1]([O:4][C:5]1[CH:10]=[CH:9][C:8]([C:11]2[O:15][N:14]=[C:13]3[C:16]4[C:21]([CH2:22][CH2:23][C:12]=23)=[CH:20][C:19]([CH2:24][N:30]2[CH2:33][CH:32]([C:34]([OH:36])=[O:35])[CH2:31]2)=[CH:18][CH:17]=4)=[CH:7][C:6]=1[C:26]([F:28])([F:29])[F:27])([CH3:3])[CH3:2].[ClH:41], predict the reactants needed to synthesize it. The reactants are: [CH:1]([O:4][C:5]1[CH:10]=[CH:9][C:8]([C:11]2[O:15][N:14]=[C:13]3[C:16]4[C:21]([CH2:22][CH2:23][C:12]=23)=[CH:20][C:19]([CH:24]=O)=[CH:18][CH:17]=4)=[CH:7][C:6]=1[C:26]([F:29])([F:28])[F:27])([CH3:3])[CH3:2].[NH:30]1[CH2:33][CH:32]([C:34]([OH:36])=[O:35])[CH2:31]1.C([BH3-])#N.[Na+].[Cl:41]C(Cl)C.